Task: Predict the product of the given reaction.. Dataset: Forward reaction prediction with 1.9M reactions from USPTO patents (1976-2016) (1) Given the reactants [C:1]([N:4]1[CH2:9][CH2:8][CH:7]([N:10]2[C:19]3[C:14](=[CH:15][C:16]([O:20]CC4C=CC=CC=4)=[CH:17][CH:18]=3)[C:13](=[O:28])[N:12]([CH2:29][C:30]3[CH:35]=[CH:34][C:33]([O:36][CH3:37])=[C:32]([O:38][CH3:39])[CH:31]=3)[C:11]2=[O:40])[CH2:6][CH2:5]1)(=[O:3])[CH3:2].C([O-])=O.[NH4+], predict the reaction product. The product is: [C:1]([N:4]1[CH2:5][CH2:6][CH:7]([N:10]2[C:19]3[C:14](=[CH:15][C:16]([OH:20])=[CH:17][CH:18]=3)[C:13](=[O:28])[N:12]([CH2:29][C:30]3[CH:35]=[CH:34][C:33]([O:36][CH3:37])=[C:32]([O:38][CH3:39])[CH:31]=3)[C:11]2=[O:40])[CH2:8][CH2:9]1)(=[O:3])[CH3:2]. (2) Given the reactants [CH3:1][O:2][C:3]([C:5]1[N:6]([CH2:25][C:26]2[CH:31]=[CH:30][CH:29]=[CH:28][CH:27]=2)[C:7](=[O:24])[C:8]2[C:13]([C:14]=1[C:15]1[CH:20]=[CH:19][C:18]([CH:21]=[O:22])=[CH:17][CH:16]=1)=[CH:12][C:11]([Cl:23])=[CH:10][CH:9]=2)=[O:4].CO.[BH4-].[Na+], predict the reaction product. The product is: [CH3:1][O:2][C:3]([C:5]1[N:6]([CH2:25][C:26]2[CH:31]=[CH:30][CH:29]=[CH:28][CH:27]=2)[C:7](=[O:24])[C:8]2[C:13]([C:14]=1[C:15]1[CH:20]=[CH:19][C:18]([CH2:21][OH:22])=[CH:17][CH:16]=1)=[CH:12][C:11]([Cl:23])=[CH:10][CH:9]=2)=[O:4]. (3) Given the reactants [OH:1][CH2:2][C:3]([CH3:27])([CH3:26])[CH2:4][NH:5][C:6]([C:8]1[C:16]2[C:11](=[N:12][CH:13]=[C:14]([Br:17])[N:15]=2)[N:10](COCC[Si](C)(C)C)[CH:9]=1)=[O:7].OC1([C@H](NC(C2C3C(=NC=C(C4CC4)N=3)N(COCC[Si](C)(C)C)C=2)=O)C)CCCC1, predict the reaction product. The product is: [OH:1][CH2:2][C:3]([CH3:27])([CH3:26])[CH2:4][NH:5][C:6]([C:8]1[C:16]2[C:11](=[N:12][CH:13]=[C:14]([Br:17])[N:15]=2)[NH:10][CH:9]=1)=[O:7].